This data is from Full USPTO retrosynthesis dataset with 1.9M reactions from patents (1976-2016). The task is: Predict the reactants needed to synthesize the given product. (1) Given the product [C:1]([O:5][C@@H:6]([C:11]1[C:12]([CH3:45])=[N:13][C:14]2[N:15]([N:29]=[C:30]([C:32]3[CH:33]=[C:34]([C:38]4[CH:43]=[CH:42][CH:41]=[CH:40][C:39]=4[CH3:44])[CH:35]=[CH:36][CH:37]=3)[CH:31]=2)[C:16]=1[C:17]1[C:18]([CH3:28])=[C:19]2[C:24](=[C:25]([F:27])[CH:26]=1)[O:23][CH2:22][CH2:21][CH2:20]2)[C:7]([OH:9])=[O:8])([CH3:4])([CH3:3])[CH3:2], predict the reactants needed to synthesize it. The reactants are: [C:1]([O:5][C@@H:6]([C:11]1[C:12]([CH3:45])=[N:13][C:14]2[N:15]([N:29]=[C:30]([C:32]3[CH:33]=[C:34]([C:38]4[CH:43]=[CH:42][CH:41]=[CH:40][C:39]=4[CH3:44])[CH:35]=[CH:36][CH:37]=3)[CH:31]=2)[C:16]=1[C:17]1[C:18]([CH3:28])=[C:19]2[C:24](=[C:25]([F:27])[CH:26]=1)[O:23][CH2:22][CH2:21][CH2:20]2)[C:7]([O:9]C)=[O:8])([CH3:4])([CH3:3])[CH3:2].[OH-].[Na+].C(O)(=O)C. (2) Given the product [OH:11][C:3]1[C:4]([N+:8]([O-:10])=[O:9])=[CH:5][CH:6]=[CH:7][C:2]=1[S:16]([Cl:19])(=[O:18])=[O:17], predict the reactants needed to synthesize it. The reactants are: N[C:2]1[CH:7]=[CH:6][CH:5]=[C:4]([N+:8]([O-:10])=[O:9])[C:3]=1[OH:11].N([O-])=O.[Na+].[S:16](=[O:18])=[O:17].[ClH:19]. (3) The reactants are: [CH3:1][C@H:2]1[CH2:7][CH2:6][CH2:5][C@@H:4]([CH3:8])[N:3]1[CH2:9][CH2:10][NH:11][C:12]([C:14]1[CH:15]=[CH:16][C:17]([F:42])=[C:18]([NH:20][C:21]([C:23]2[N:27]3[CH:28]=[CH:29][C:30]([C:32]4[CH:40]=[CH:39][C:35]([C:36](O)=[O:37])=[C:34]([F:41])[CH:33]=4)=[CH:31][C:26]3=[N:25][CH:24]=2)=[O:22])[CH:19]=1)=[O:13].[NH2:43][C:44]([CH3:48])([CH3:47])[CH2:45][OH:46]. Given the product [CH3:1][C@H:2]1[CH2:7][CH2:6][CH2:5][C@@H:4]([CH3:8])[N:3]1[CH2:9][CH2:10][NH:11][C:12]([C:14]1[CH:15]=[CH:16][C:17]([F:42])=[C:18]([NH:20][C:21]([C:23]2[N:27]3[CH:28]=[CH:29][C:30]([C:32]4[CH:40]=[CH:39][C:35]([C:36](=[O:37])[NH:43][C:44]([CH3:48])([CH3:47])[CH2:45][OH:46])=[C:34]([F:41])[CH:33]=4)=[CH:31][C:26]3=[N:25][CH:24]=2)=[O:22])[CH:19]=1)=[O:13], predict the reactants needed to synthesize it. (4) Given the product [C:47]12([C:61]([NH:4][CH2:3][CH:2]([NH2:1])[C:11]([OH:13])=[O:12])=[O:62])[CH2:46][CH:53]3[CH2:54][CH:55]([CH2:56][CH:57]([CH2:58]3)[CH2:52]1)[CH2:48]2, predict the reactants needed to synthesize it. The reactants are: [NH:1](C(OCC1C2C(=CC=CC=2)C2C1=CC=CC=2)=O)[C@H:2]([C:11]([OH:13])=[O:12])[CH2:3][NH:4]C(OCC=C)=O.CCN(C(C)C)C(C)C.C1C=CC([C:46](Cl)([C:53]2[C:58](Cl)=[CH:57][CH:56]=[CH:55][CH:54]=2)[C:47]2[CH:52]=CC=C[CH:48]=2)=CC=1.[CH3:61][OH:62]. (5) Given the product [OH:9][CH2:10][CH2:11][CH:7]1[CH2:6][C:5]2[C:4](=[CH:3][C:2]([CH3:1])=[CH:14][CH:13]=2)[C:8]1=[O:12], predict the reactants needed to synthesize it. The reactants are: [CH3:1][C:2]1[CH:14]=[CH:13][C:5]([CH2:6][CH:7]2[CH2:11][CH2:10][O:9][C:8]2=[O:12])=[CH:4][CH:3]=1.S(O)(C(F)(F)F)(=O)=O. (6) Given the product [ClH:2].[ClH:1].[OH:20][CH2:19][CH2:21][NH:22][CH2:3][C:4]1[C:5]([CH3:18])=[C:6]([NH:10][C:11]([C:13]2[S:14][CH:15]=[CH:16][CH:17]=2)=[NH:12])[CH:7]=[CH:8][CH:9]=1, predict the reactants needed to synthesize it. The reactants are: [ClH:1].[Cl:2][CH2:3][C:4]1[C:5]([CH3:18])=[C:6]([NH:10][C:11]([C:13]2[S:14][CH:15]=[CH:16][CH:17]=2)=[NH:12])[CH:7]=[CH:8][CH:9]=1.[CH2:19]([CH2:21][NH2:22])[OH:20].